The task is: Predict which catalyst facilitates the given reaction.. This data is from Catalyst prediction with 721,799 reactions and 888 catalyst types from USPTO. (1) Reactant: [F:1][C:2]([F:31])([F:30])[C:3]1[CH:8]=[CH:7][N:6]=[C:5]([NH:9][C:10]2[CH:11]=[C:12]([C:16]3[N:17]=[C:18]([N:21]4[CH2:26][CH2:25][CH:24]([C:27](O)=[O:28])[CH2:23][CH2:22]4)[S:19][CH:20]=3)[CH:13]=[CH:14][CH:15]=2)[N:4]=1.[Cl-].[NH4+].C([N:37](C(C)C)CC)(C)C.F[P-](F)(F)(F)(F)F.N1(O[P+](N2CCCC2)(N2CCCC2)N2CCCC2)C2C=CC=CC=2N=N1. Product: [F:1][C:2]([F:31])([F:30])[C:3]1[CH:8]=[CH:7][N:6]=[C:5]([NH:9][C:10]2[CH:11]=[C:12]([C:16]3[N:17]=[C:18]([N:21]4[CH2:22][CH2:23][CH:24]([C:27]([NH2:37])=[O:28])[CH2:25][CH2:26]4)[S:19][CH:20]=3)[CH:13]=[CH:14][CH:15]=2)[N:4]=1. The catalyst class is: 42. (2) Reactant: [F:1][CH:2]([F:25])[S:3]([C:6]1[CH:21]=[CH:20][C:19]([N+:22]([O-])=O)=[CH:18][C:7]=1[CH2:8][N:9]([CH3:17])[C:10](=[O:16])[O:11][C:12]([CH3:15])([CH3:14])[CH3:13])(=[O:5])=[O:4]. Product: [NH2:22][C:19]1[CH:20]=[CH:21][C:6]([S:3]([CH:2]([F:25])[F:1])(=[O:5])=[O:4])=[C:7]([CH:18]=1)[CH2:8][N:9]([CH3:17])[C:10](=[O:16])[O:11][C:12]([CH3:14])([CH3:15])[CH3:13]. The catalyst class is: 19. (3) Reactant: [NH2:1][C:2]1[CH:7]=[CH:6][C:5]([C:8]2[C:13]([O:14]C)=[CH:12][CH:11]=[CH:10][C:9]=2[O:16][CH2:17]OC)=[C:4]([CH:20](O)[C:21]2[CH:26]=[CH:25][CH:24]=[CH:23][CH:22]=2)[CH:3]=1.Cl. Product: [NH2:1][C:2]1[CH:7]=[CH:6][C:5]2[C:8]3[C:9]([O:16][CH3:17])=[CH:10][CH:11]=[CH:12][C:13]=3[O:14][CH:20]([C:21]3[CH:22]=[CH:23][CH:24]=[CH:25][CH:26]=3)[C:4]=2[CH:3]=1. The catalyst class is: 71. (4) The catalyst class is: 475. Product: [CH2:53]([N:85]1[CH:84]=[CH:83][CH:56]=[C:55]([C:62]([NH:1][C@@H:2]([CH2:10][CH2:11][CH2:12][NH:13][S:14]([C:17]2[CH:22]=[CH:21][C:20]([CH3:23])=[CH:19][CH:18]=2)(=[O:16])=[O:15])[C:3]([O:5][C:6]([CH3:7])([CH3:8])[CH3:9])=[O:4])=[O:66])[C:54]1=[O:57])[C:50]1[CH:49]=[CH:48][CH:47]=[CH:52][CH:51]=1. Reactant: [NH2:1][C@@H:2]([CH2:10][CH2:11][CH2:12][NH:13][S:14]([C:17]1[CH:22]=[CH:21][C:20]([CH3:23])=[CH:19][CH:18]=1)(=[O:16])=[O:15])[C:3]([O:5][C:6]([CH3:9])([CH3:8])[CH3:7])=[O:4].C(OC(N[C@@H](CCCNS([C:47]1[CH:52]=[CH:51][C:50]([CH3:53])=[CH:49][CH:48]=1)(=O)=O)C(OC(C)(C)C)=O)=O)(C)(C)C.[C:54](Cl)(=[O:57])[CH2:55][CH3:56].CN([C:62]([O:66]N1N=NC2C=CC=CC1=2)=[N+](C)C)C.F[P-](F)(F)(F)(F)F.[CH3:83][CH2:84][N:85](C(C)C)C(C)C. (5) Reactant: [C:1]([C:4]1[CH:5]=[CH:6][C:7]([C:10]([O:12]C)=[O:11])=[N:8][CH:9]=1)#[C:2][CH3:3].[OH-].[Na+].Cl. Product: [C:1]([C:4]1[CH:5]=[CH:6][C:7]([C:10]([OH:12])=[O:11])=[N:8][CH:9]=1)#[C:2][CH3:3]. The catalyst class is: 7. (6) Reactant: [Br:1][C:2]1[CH:3]=[C:4]2[C:8](=[CH:9][CH:10]=1)[C:7](=[O:11])[N:6]([C:12]1[C:20]3[C:15](=[N:16][CH:17]=[C:18]([C:21]4[CH:26]=[CH:25][C:24]([S:27]([CH:30]([CH3:32])[CH3:31])(=[O:29])=[O:28])=[CH:23][CH:22]=4)[N:19]=3)[N:14](C(C3C=CC=CC=3)(C3C=CC=CC=3)C3C=CC=CC=3)[CH:13]=1)[CH2:5]2.C([SiH](CC)CC)C.C(O)(C(F)(F)F)=O. Product: [Br:1][C:2]1[CH:3]=[C:4]2[C:8](=[CH:9][CH:10]=1)[C:7](=[O:11])[N:6]([C:12]1[C:20]3[C:15](=[N:16][CH:17]=[C:18]([C:21]4[CH:22]=[CH:23][C:24]([S:27]([CH:30]([CH3:32])[CH3:31])(=[O:28])=[O:29])=[CH:25][CH:26]=4)[N:19]=3)[NH:14][CH:13]=1)[CH2:5]2. The catalyst class is: 2. (7) Reactant: [CH2:1]([O:3][C:4]([C@@:6]12[CH2:24][C@H:23]1[CH:22]=[CH:21][CH2:20][CH2:19][CH2:18][CH2:17][CH2:16][C@H:15]([NH:25][C:26]([O:28][C:29]([CH3:32])([CH3:31])[CH3:30])=[O:27])[C:14](=[O:33])[N:13]1[C@@H:9]([CH2:10][C@@H:11]([OH:34])[CH2:12]1)[C:8](=[O:35])[NH:7]2)=[O:5])[CH3:2].C1N=CN([C:41]([N:43]2[CH:47]=N[CH:45]=[CH:44]2)=[O:42])C=1.C(Cl)Cl.CO.C1[C:62]2[C:57](=[CH:58][CH:59]=[CH:60][CH:61]=2)CCN1. Product: [CH2:1]([O:3][C:4]([C@@:6]12[CH2:24][C@H:23]1[CH:22]=[CH:21][CH2:20][CH2:19][CH2:18][CH2:17][CH2:16][C@H:15]([NH:25][C:26]([O:28][C:29]([CH3:31])([CH3:30])[CH3:32])=[O:27])[C:14](=[O:33])[N:13]1[C@@H:9]([CH2:10][C@@H:11]([O:34][C:41]([N:43]3[CH2:44][CH2:45][C:62]4[C:57](=[CH:58][CH:59]=[CH:60][CH:61]=4)[CH2:47]3)=[O:42])[CH2:12]1)[C:8](=[O:35])[NH:7]2)=[O:5])[CH3:2]. The catalyst class is: 2. (8) Reactant: [Br:1][C:2]1[CH:3]=[C:4]2[C:8](=[CH:9][CH:10]=1)[NH:7][C:6]([CH3:11])=[C:5]2[CH:12]=O.C(#N)[CH:15]([CH2:17][C:18]#[N:19])O.[NH:21]1CCCCC1. Product: [Br:1][C:2]1[CH:3]=[C:4]2[C:8](=[CH:9][CH:10]=1)[NH:7][C:6]([CH3:11])=[C:5]2[CH:12]=[C:17]([C:15]#[N:21])[C:18]#[N:19]. The catalyst class is: 8. (9) Reactant: [NH2:1][C:2]1[CH:3]=[CH:4][CH:5]=[C:6]2[C:11]=1[N:10]=[CH:9][CH:8]=[CH:7]2.C(N(CC)CC)C.[Br:19][CH2:20][C:21](Br)=[O:22]. Product: [Br:19][CH2:20][C:21]([NH:1][C:2]1[CH:3]=[CH:4][CH:5]=[C:6]2[C:11]=1[N:10]=[CH:9][CH:8]=[CH:7]2)=[O:22]. The catalyst class is: 4.